Dataset: Full USPTO retrosynthesis dataset with 1.9M reactions from patents (1976-2016). Task: Predict the reactants needed to synthesize the given product. Given the product [CH2:15]([C:17]([C:35]1[CH:48]=[CH:47][C:38]([O:39][CH2:40][CH:41]([OH:46])[C:42]([CH3:45])([CH3:44])[CH3:43])=[C:37]([CH3:49])[CH:36]=1)([C:20]1[CH:25]=[CH:24][C:23]([B:26]2[O:27][C:28]([CH3:33])([CH3:34])[C:29]([CH3:31])([CH3:32])[O:30]2)=[CH:22][CH:21]=1)[CH2:18][CH3:19])[CH3:16], predict the reactants needed to synthesize it. The reactants are: C([BH-](C(CC)C)C(CC)C)(CC)C.[Li+].[CH2:15]([C:17]([C:35]1[CH:48]=[CH:47][C:38]([O:39][CH2:40][C:41](=[O:46])[C:42]([CH3:45])([CH3:44])[CH3:43])=[C:37]([CH3:49])[CH:36]=1)([C:20]1[CH:25]=[CH:24][C:23]([B:26]2[O:30][C:29]([CH3:32])([CH3:31])[C:28]([CH3:34])([CH3:33])[O:27]2)=[CH:22][CH:21]=1)[CH2:18][CH3:19])[CH3:16].C(=O)(O)[O-].[Na+].